Dataset: Full USPTO retrosynthesis dataset with 1.9M reactions from patents (1976-2016). Task: Predict the reactants needed to synthesize the given product. (1) Given the product [NH2:22][C:19]1[CH:20]=[CH:21][C:6]([S:3]([CH2:1][CH3:2])(=[O:5])=[O:4])=[C:7]([CH:18]=1)[CH2:8][N:9]([CH3:17])[C:10](=[O:16])[O:11][C:12]([CH3:13])([CH3:14])[CH3:15], predict the reactants needed to synthesize it. The reactants are: [CH2:1]([S:3]([C:6]1[CH:21]=[CH:20][C:19]([N+:22]([O-])=O)=[CH:18][C:7]=1[CH2:8][N:9]([CH3:17])[C:10](=[O:16])[O:11][C:12]([CH3:15])([CH3:14])[CH3:13])(=[O:5])=[O:4])[CH3:2]. (2) Given the product [CH2:1]([O:3][C:4](=[O:18])[CH2:5][C:6]1[N:14]2[C:9]([CH:10]=[C:11]([C:15]#[N:16])[CH:12]=[CH:13]2)=[C:8]([S:31][C:28]2[CH:27]=[CH:26][C:25]([NH:24][S:21]([CH2:19][CH3:20])(=[O:23])=[O:22])=[CH:30][CH:29]=2)[C:7]=1[CH3:17])[CH3:2], predict the reactants needed to synthesize it. The reactants are: [CH2:1]([O:3][C:4](=[O:18])[CH2:5][C:6]1[N:14]2[C:9]([CH:10]=[C:11]([C:15]#[N:16])[CH:12]=[CH:13]2)=[CH:8][C:7]=1[CH3:17])[CH3:2].[CH2:19]([S:21]([NH:24][C:25]1[CH:30]=[CH:29][C:28]([S:31][S:31][C:28]2[CH:27]=[CH:26][C:25]([NH:24][S:21]([CH2:19][CH3:20])(=[O:23])=[O:22])=[CH:30][CH:29]=2)=[CH:27][CH:26]=1)(=[O:23])=[O:22])[CH3:20].